Task: Predict the reaction yield, written as a fraction of the theoretical maximum amount of product (1.0 means a 100% yield; for example, 0.34 means a 34% yield).. Dataset: Reaction yield outcomes from USPTO patents with 853,638 reactions (1) The reactants are [F:1][CH:2]([F:11])[C:3]([C:5]1[CH:10]=[CH:9][CH:8]=[CH:7][CH:6]=1)=[O:4].Br[C:13]1[CH:18]=[CH:17][C:16]([S:19][CH3:20])=[CH:15][CH:14]=1.ClC1C=CC(SC)=CC=1. No catalyst specified. The product is [F:1][C:2]([F:11])([C:13]1[CH:18]=[CH:17][C:16]([S:19][CH3:20])=[CH:15][CH:14]=1)[C:3]([C:5]1[CH:6]=[CH:7][CH:8]=[CH:9][CH:10]=1)=[O:4]. The yield is 0.870. (2) The reactants are [C:1]12([CH2:11][C:12](O)=[O:13])[CH2:10][CH:5]3[CH2:6][CH:7]([CH2:9][CH:3]([CH2:4]3)[CH2:2]1)[CH2:8]2.CCN=C=NCCCN(C)C.C(N(CC)CC)C.[CH2:33]([O:40][C:41]1[CH:42]=[C:43]2[C:48](=[CH:49][C:50]=1[O:51][CH3:52])[CH2:47][NH:46][CH2:45][CH2:44]2)[C:34]1[CH:39]=[CH:38][CH:37]=[CH:36][CH:35]=1. The catalyst is C(Cl)Cl.CN(C1C=CN=CC=1)C. The product is [C:1]12([CH2:11][C:12]([N:46]3[CH2:45][CH2:44][C:43]4[C:48](=[CH:49][C:50]([O:51][CH3:52])=[C:41]([O:40][CH2:33][C:34]5[CH:35]=[CH:36][CH:37]=[CH:38][CH:39]=5)[CH:42]=4)[CH2:47]3)=[O:13])[CH2:8][CH:7]3[CH2:6][CH:5]([CH2:4][CH:3]([CH2:9]3)[CH2:2]1)[CH2:10]2. The yield is 0.740. (3) The reactants are [C:1](OC(=NC1CCCCC1)NC1CCCCC1)([CH3:4])([CH3:3])[CH3:2].[Cl:21][C:22]1[CH:27]=[C:26]([CH2:28][C:29]([OH:31])=[O:30])[CH:25]=[CH:24][N:23]=1. The catalyst is C(Cl)Cl. The product is [Cl:21][C:22]1[CH:27]=[C:26]([CH2:28][C:29]([O:31][C:1]([CH3:4])([CH3:3])[CH3:2])=[O:30])[CH:25]=[CH:24][N:23]=1. The yield is 0.770. (4) The reactants are [C:1]1([N:7]2[C:13]3([CH2:15][CH2:14]3)[CH2:12][O:11][C:10]3[CH:16]=[C:17]([C:20](OC)=[O:21])[CH:18]=[CH:19][C:9]=3[CH2:8]2)[CH:6]=[CH:5][CH:4]=[CH:3][CH:2]=1.[NH2:24][OH:25].[OH-].[Na+].C1COCC1.CO. The catalyst is CC#N.O. The product is [OH:25][NH:24][C:20]([C:17]1[CH:18]=[CH:19][C:9]2[CH2:8][N:7]([C:1]3[CH:2]=[CH:3][CH:4]=[CH:5][CH:6]=3)[C:13]3([CH2:12][O:11][C:10]=2[CH:16]=1)[CH2:15][CH2:14]3)=[O:21]. The yield is 0.120. (5) The catalyst is ClCCl. The product is [C:12]([O:16][C:17]([NH:19][C@H:20]([C:39]([O:41][C:1]([CH3:2])([CH3:3])[CH3:4])=[O:40])[CH2:21][CH2:22][S:23][S:24][CH2:25][CH2:26][C@H:27]([NH:31][C:32]([O:34][C:35]([CH3:38])([CH3:37])[CH3:36])=[O:33])[C:28]([O:30][C:1]([CH3:4])([CH3:3])[CH3:2])=[O:29])=[O:18])([CH3:15])([CH3:13])[CH3:14]. The reactants are [C:1](OC(=N)C(Cl)(Cl)Cl)([CH3:4])([CH3:3])[CH3:2].[C:12]([O:16][C:17]([NH:19][C@H:20]([C:39]([OH:41])=[O:40])[CH2:21][CH2:22][S:23][S:24][CH2:25][CH2:26][C@H:27]([NH:31][C:32]([O:34][C:35]([CH3:38])([CH3:37])[CH3:36])=[O:33])[C:28]([OH:30])=[O:29])=[O:18])([CH3:15])([CH3:14])[CH3:13]. The yield is 0.990.